Predict which catalyst facilitates the given reaction. From a dataset of Catalyst prediction with 721,799 reactions and 888 catalyst types from USPTO. (1) Reactant: [F:1][CH2:2][C:3]1([CH2:18][F:19])[CH2:8][C:7](=[O:9])[C:6]2[CH:10]=[C:11]([C:14]([F:17])([F:16])[F:15])[CH:12]=[CH:13][C:5]=2[O:4]1.C(C1C=C(C)C=C(C(C)(C)C)N=1)(C)(C)C.[F:35][C:36]([F:49])([F:48])[S:37](O[S:37]([C:36]([F:49])([F:48])[F:35])(=[O:39])=[O:38])(=[O:39])=[O:38]. Product: [F:19][CH2:18][C:3]1([CH2:2][F:1])[CH:8]=[C:7]([O:9][S:37]([C:36]([F:49])([F:48])[F:35])(=[O:39])=[O:38])[C:6]2[CH:10]=[C:11]([C:14]([F:17])([F:15])[F:16])[CH:12]=[CH:13][C:5]=2[O:4]1. The catalyst class is: 2. (2) Reactant: [N:1]1[CH:6]=[CH:5][C:4]([C:7]2[S:8][CH:9]=[C:10]([NH:12][C:13](=[O:33])[NH:14][C:15]3[N:20]=[C:19]([CH2:21][N:22]4[CH2:27][CH2:26][CH:25]([C:28]([O:30][CH2:31][CH3:32])=[O:29])[CH2:24][CH2:23]4)[CH:18]=[CH:17][CH:16]=3)[N:11]=2)=[CH:3][CH:2]=1.[ClH:34]. Product: [ClH:34].[N:1]1[CH:2]=[CH:3][C:4]([C:7]2[S:8][CH:9]=[C:10]([NH:12][C:13](=[O:33])[NH:14][C:15]3[N:20]=[C:19]([CH2:21][N:22]4[CH2:27][CH2:26][CH:25]([C:28]([O:30][CH2:31][CH3:32])=[O:29])[CH2:24][CH2:23]4)[CH:18]=[CH:17][CH:16]=3)[N:11]=2)=[CH:5][CH:6]=1. The catalyst class is: 5.